Binary Classification. Given a miRNA mature sequence and a target amino acid sequence, predict their likelihood of interaction. From a dataset of Experimentally validated miRNA-target interactions with 360,000+ pairs, plus equal number of negative samples. (1) The miRNA is hsa-miR-548ar-5p with sequence AAAAGUAAUUGCAGUUUUUGC. The protein sequence of the target gene is MKAAGILTLIGCLVTGAESKIYTRCKLAKIFSRAGLDNYWGFSLGNWICMAYYESGYNTTAQTVLDDGSIDYGIFQINSFAWCRRGKLKENNHCHVACSALITDDLTDAIICARKIVKETQGMNYWQGWKKHCEGRDLSEWKKGCEVS. Result: 0 (no interaction). (2) The miRNA is mmu-miR-425-5p with sequence AAUGACACGAUCACUCCCGUUGA. The protein sequence of the target gene is MQKIMHISVLLSPVLWGLIFGVSSNSIQIGGLFPRGADQEYSAFRVGMVQFSTSEFRLTPHIDNLEVANSFAVTNAFCSQFSRGVYAIFGFYDKKSVNTITSFCGTLHVSFITPSFPTDGTHPFVIQMRPDLKGALLSLIEYYQWDKFAYLYDSDRGLSTLQAVLDSAAEKKWQVTAINVGNINNDKKDEMYRSLFQDLELKKERRVILDCERDKVNDIVDQVITIGKHVKGYHYIIANLGFTDGDLLKIQFGGANVSGFQIVDYDDSLVSKFIERWSTLEEKEYPGAHTTTIKYTSALT.... Result: 0 (no interaction).